From a dataset of Forward reaction prediction with 1.9M reactions from USPTO patents (1976-2016). Predict the product of the given reaction. (1) The product is: [Cl:15][C:16]1[CH:17]=[C:18]([O:11][CH:9]2[CH2:10][N:5]([CH2:4][CH:1]3[CH2:2][CH2:3]3)[CH2:6][C:7]3[CH:14]=[CH:13][S:12][C:8]2=3)[CH:19]=[CH:20][C:21]=1[Cl:22]. Given the reactants [CH:1]1([CH2:4][N:5]2[CH2:10][CH:9]([OH:11])[C:8]3[S:12][CH:13]=[CH:14][C:7]=3[CH2:6]2)[CH2:3][CH2:2]1.[Cl:15][C:16]1[CH:17]=[C:18](F)[CH:19]=[CH:20][C:21]=1[Cl:22], predict the reaction product. (2) Given the reactants [CH2:1]([N:8]1[CH2:17][CH2:16][C:15]2[C:14]([C:18]3[CH:23]=[CH:22][CH:21]=[CH:20][CH:19]=3)=[N:13][C:12](Cl)=[N:11][C:10]=2[CH2:9]1)[C:2]1[CH:7]=[CH:6][CH:5]=[CH:4][CH:3]=1.[NH2:25][C:26]1[CH:42]=[CH:41][C:29]([C:30]([NH:32][C:33]2[C:38]([CH3:39])=[CH:37][CH:36]=[CH:35][C:34]=2[CH3:40])=[O:31])=[CH:28][CH:27]=1.C(P(C(C)(C)C)C1C=CC=CC=1)(C)(C)C.C(=O)([O-])[O-].[Cs+].[Cs+], predict the reaction product. The product is: [CH3:39][C:38]1[CH:37]=[CH:36][CH:35]=[C:34]([CH3:40])[C:33]=1[NH:32][C:30](=[O:31])[C:29]1[CH:28]=[CH:27][C:26]([NH:25][C:12]2[N:13]=[C:14]([C:18]3[CH:23]=[CH:22][CH:21]=[CH:20][CH:19]=3)[C:15]3[CH2:16][CH2:17][N:8]([CH2:1][C:2]4[CH:7]=[CH:6][CH:5]=[CH:4][CH:3]=4)[CH2:9][C:10]=3[N:11]=2)=[CH:42][CH:41]=1. (3) Given the reactants CCN=C=NCCCN(C)C.[CH3:12][N:13]([CH2:15][C:16]1[N:20]2[C:21](=[O:30])[N:22]([CH:24]3[CH2:29][CH2:28][NH:27][CH2:26][CH2:25]3)[CH2:23][C:19]2=[CH:18][N:17]=1)[CH3:14].[Cl:31][C:32]1[CH:33]=[C:34]2[C:39](=[CH:40][CH:41]=1)[CH:38]=[C:37]([S:42]([CH2:45][C@@H:46]([OH:50])[C:47](O)=[O:48])(=[O:44])=[O:43])[CH:36]=[CH:35]2.C1C=CC2N(O)N=NC=2C=1, predict the reaction product. The product is: [Cl:31][C:32]1[CH:33]=[C:34]2[C:39](=[CH:40][CH:41]=1)[CH:38]=[C:37]([S:42]([CH2:45][C@@H:46]([OH:50])[C:47]([N:27]1[CH2:28][CH2:29][CH:24]([N:22]3[CH2:23][C:19]4=[CH:18][N:17]=[C:16]([CH2:15][N:13]([CH3:12])[CH3:14])[N:20]4[C:21]3=[O:30])[CH2:25][CH2:26]1)=[O:48])(=[O:43])=[O:44])[CH:36]=[CH:35]2. (4) Given the reactants [C:1]([OH:10])(=[O:9])[C@@H:2]([C@H:4]([C:6]([OH:8])=[O:7])[OH:5])[OH:3].[NH2:11][CH2:12][C:13]1[N:17]([CH2:18][CH3:19])[C:16]([S:20][C:21]2[CH:22]=[C:23]([C:29]#[N:30])[CH:24]=[C:25]([CH:28]=2)[C:26]#[N:27])=[C:15]([CH:31]2[CH2:33][CH2:32]2)[N:14]=1, predict the reaction product. The product is: [C:6]([CH:4]([CH:2]([C:1]([OH:10])=[O:9])[OH:3])[OH:5])([OH:8])=[O:7].[NH2:11][CH2:12][C:13]1[N:17]([CH2:18][CH3:19])[C:16]([S:20][C:21]2[CH:28]=[C:25]([C:26]#[N:27])[CH:24]=[C:23]([CH:22]=2)[C:29]#[N:30])=[C:15]([CH:31]2[CH2:33][CH2:32]2)[N:14]=1. (5) Given the reactants I[CH2:2][CH2:3][OH:4].[CH3:5][O:6][CH2:7][CH2:8][C@@H:9]1[NH:14][CH2:13][CH2:12][N:11]([C:15]2[C:24]3[N:23]=[C:22]([C:25]([F:28])([F:27])[F:26])[S:21][C:20]=3[NH:19][C:18]3[CH:29]=[CH:30][CH:31]=[CH:32][C:17]=3[N:16]=2)[CH2:10]1.C(=O)([O-])[O-].[K+].[K+].[Cl-].[Na+], predict the reaction product. The product is: [CH3:5][O:6][CH2:7][CH2:8][CH:9]1[CH2:10][N:11]([C:15]2[C:24]3[N:23]=[C:22]([C:25]([F:27])([F:28])[F:26])[S:21][C:20]=3[NH:19][C:18]3[CH:29]=[CH:30][CH:31]=[CH:32][C:17]=3[N:16]=2)[CH2:12][CH2:13][N:14]1[CH2:2][CH2:3][OH:4]. (6) Given the reactants Br[CH2:2][CH2:3][C:4]1[CH:9]=[CH:8][C:7]([C:10]2[CH:15]=[CH:14][C:13]([C:16]([F:19])([F:18])[F:17])=[CH:12][CH:11]=2)=[CH:6][CH:5]=1.[CH3:20][O:21][C:22](=[O:33])[CH2:23][O:24][C:25]1[CH:30]=[CH:29][C:28]([SH:31])=[CH:27][C:26]=1[CH3:32].C(=O)([O-])[O-].[Cs+].[Cs+], predict the reaction product. The product is: [CH3:20][O:21][C:22](=[O:33])[CH2:23][O:24][C:25]1[CH:30]=[CH:29][C:28]([S:31][CH2:2][CH2:3][C:4]2[CH:9]=[CH:8][C:7]([C:10]3[CH:15]=[CH:14][C:13]([C:16]([F:19])([F:18])[F:17])=[CH:12][CH:11]=3)=[CH:6][CH:5]=2)=[CH:27][C:26]=1[CH3:32]. (7) Given the reactants [Br:1][C:2]1[CH:9]=[C:8]([F:10])[C:5]([C:6]#[N:7])=[C:4](F)[CH:3]=1.Cl.[NH2:13][C@H:14]1[CH2:18][CH2:17][CH2:16][C@@H:15]1[OH:19].CCN(C(C)C)C(C)C.[NH4+].[Cl-], predict the reaction product. The product is: [Br:1][C:2]1[CH:3]=[C:4]([NH:13][C@H:14]2[CH2:18][CH2:17][CH2:16][C@@H:15]2[OH:19])[C:5]([C:6]#[N:7])=[C:8]([F:10])[CH:9]=1.